Dataset: Catalyst prediction with 721,799 reactions and 888 catalyst types from USPTO. Task: Predict which catalyst facilitates the given reaction. (1) Reactant: [CH3:1][C:2]1[C:6]2[C:7]([O:12][C:13]3[CH:18]=[CH:17][C:16]([N+:19]([O-])=O)=[CH:15][CH:14]=3)=[CH:8][C:9]([CH3:11])=[CH:10][C:5]=2[O:4][N:3]=1.O.O.[Sn](Cl)(Cl)(Cl)Cl. Product: [CH3:1][C:2]1[C:6]2[C:7]([O:12][C:13]3[CH:18]=[CH:17][C:16]([NH2:19])=[CH:15][CH:14]=3)=[CH:8][C:9]([CH3:11])=[CH:10][C:5]=2[O:4][N:3]=1. The catalyst class is: 8. (2) Reactant: C(Cl)(=O)C(Cl)=O.[CH3:7][O:8][CH:9]([C:13]([OH:15])=O)[C:10]([OH:12])=O.[CH3:16][O:17][C:18]1[CH:37]=[CH:36][C:21]([CH2:22][NH:23][C:24](=[O:35])[CH2:25][C:26](=[O:34])[CH:27]([CH3:33])[CH2:28][CH2:29][CH2:30][CH2:31][CH3:32])=[CH:20][CH:19]=1. Product: [OH:12][C:10]1[C:9]([O:8][CH3:7])=[C:13]([OH:15])[N:23]([CH2:22][C:21]2[CH:36]=[CH:37][C:18]([O:17][CH3:16])=[CH:19][CH:20]=2)[C:24](=[O:35])[C:25]=1[C:26](=[O:34])[CH:27]([CH3:33])[CH2:28][CH2:29][CH2:30][CH2:31][CH3:32]. The catalyst class is: 426. (3) Reactant: C(OC([N:8]1[CH2:12][CH2:11][CH:10]([CH:13]([O:20][C:21]2[CH:26]=[CH:25][CH:24]=[CH:23][C:22]=2[O:27][CH3:28])[C:14]2[CH:19]=[CH:18][CH:17]=[CH:16][CH:15]=2)[CH2:9]1)=O)(C)(C)C.C(O)(C(F)(F)F)=O. Product: [CH3:28][O:27][C:22]1[CH:23]=[CH:24][CH:25]=[CH:26][C:21]=1[O:20][CH:13]([C:14]1[CH:15]=[CH:16][CH:17]=[CH:18][CH:19]=1)[CH:10]1[CH2:11][CH2:12][NH:8][CH2:9]1. The catalyst class is: 422. (4) Reactant: [OH:1][C:2]1[CH:3]=[C:4]([CH:10]=[CH:11][C:12]=1[OH:13])[CH:5]=[CH:6][C:7]([OH:9])=[O:8]. Product: [C:7]([OH:9])(=[O:8])/[CH:6]=[CH:5]/[C:4]1[CH:10]=[CH:11][C:12]([OH:13])=[C:2]([OH:1])[CH:3]=1. The catalyst class is: 309. (5) Product: [Cl:31][C:32]1[CH:37]=[CH:36][C:35]([S:38][C:2]2[C:7]([N+:8]([O-:10])=[O:9])=[CH:6][C:5]([NH:11][C:12]([C:14]3[CH:19]=[CH:18][C:17]([CH3:20])=[CH:16][CH:15]=3)=[O:13])=[C:4]([NH:21][C:22]([C:24]3[CH:29]=[CH:28][C:27]([CH3:30])=[CH:26][CH:25]=3)=[O:23])[CH:3]=2)=[CH:34][CH:33]=1. The catalyst class is: 692. Reactant: F[C:2]1[C:7]([N+:8]([O-:10])=[O:9])=[CH:6][C:5]([NH:11][C:12]([C:14]2[CH:19]=[CH:18][C:17]([CH3:20])=[CH:16][CH:15]=2)=[O:13])=[C:4]([NH:21][C:22]([C:24]2[CH:29]=[CH:28][C:27]([CH3:30])=[CH:26][CH:25]=2)=[O:23])[CH:3]=1.[Cl:31][C:32]1[CH:37]=[CH:36][C:35]([SH:38])=[CH:34][CH:33]=1.C([O-])([O-])=O.[K+].[K+]. (6) Reactant: Cl.[NH2:2][C@H:3]([C:9]([OH:11])=O)[CH2:4][CH2:5][CH2:6][CH2:7][NH2:8].[OH-].[Na+]. Product: [NH2:2][CH:3]1[CH2:4][CH2:5][CH2:6][CH2:7][NH:8][C:9]1=[O:11]. The catalyst class is: 51.